Dataset: Reaction yield outcomes from USPTO patents with 853,638 reactions. Task: Predict the reaction yield, written as a fraction of the theoretical maximum amount of product (1.0 means a 100% yield; for example, 0.34 means a 34% yield). (1) The reactants are [CH:1]([C:4]1[CH:9]=[CH:8][CH:7]=[CH:6][C:5]=1[C:10]1[S:14][C:13]2[CH:15]=[C:16]([O:19]C)[CH:17]=[CH:18][C:12]=2[C:11]=1[O:21][C:22]1[CH:27]=[CH:26][C:25](/[CH:28]=[CH:29]/[C:30](=[O:32])[CH3:31])=[CH:24][CH:23]=1)([CH3:3])[CH3:2].B(Br)(Br)Br. The catalyst is C(Cl)Cl. The product is [OH:19][C:16]1[CH:17]=[CH:18][C:12]2[C:11]([O:21][C:22]3[CH:23]=[CH:24][C:25](/[CH:28]=[CH:29]/[C:30](=[O:32])[CH3:31])=[CH:26][CH:27]=3)=[C:10]([C:5]3[CH:6]=[CH:7][CH:8]=[CH:9][C:4]=3[CH:1]([CH3:2])[CH3:3])[S:14][C:13]=2[CH:15]=1. The yield is 0.160. (2) The reactants are [CH2:1]1[C:9]2[C:4](=[CH:5][C:6](B3OC(C)(C)C(C)(C)O3)=[CH:7][CH:8]=2)[CH2:3][O:2]1.[NH2:19][C:20]1[C:25]([F:26])=[C:24](Cl)[N:23]=[C:22]([C:28]([O:30][CH3:31])=[O:29])[C:21]=1[Cl:32].C(=O)([O-])[O-].[Na+].[Na+].C(#N)C. The catalyst is O.Cl[Pd-2](Cl)(P(C1C=CC=CC=1)(C1C=CC=CC=1)C1C=CC=CC=1)P(C1C=CC=CC=1)(C1C=CC=CC=1)C1C=CC=CC=1. The product is [NH2:19][C:20]1[C:25]([F:26])=[C:24]([C:6]2[CH:5]=[C:4]3[C:9](=[CH:8][CH:7]=2)[CH2:1][O:2][CH2:3]3)[N:23]=[C:22]([C:28]([O:30][CH3:31])=[O:29])[C:21]=1[Cl:32]. The yield is 0.220. (3) The reactants are [Br:1][C:2]1[CH:3]=[C:4]([OH:9])[CH:5]=[C:6]([Br:8])[CH:7]=1.C([O-])([O-])=O.[Cs+].[Cs+].Cl[CH2:17][F:18]. The catalyst is CN(C=O)C.O. The product is [Br:1][C:2]1[CH:3]=[C:4]([O:9][CH2:17][F:18])[CH:5]=[C:6]([Br:8])[CH:7]=1. The yield is 0.710.